This data is from Reaction yield outcomes from USPTO patents with 853,638 reactions. The task is: Predict the reaction yield, written as a fraction of the theoretical maximum amount of product (1.0 means a 100% yield; for example, 0.34 means a 34% yield). (1) The reactants are FC(F)(F)C(O)=O.[NH2:8][CH2:9][CH2:10][C:11]1[N:16]=[C:15]([C:17]2[S:18][C:19]3[CH:27]=[CH:26][CH:25]=[CH:24][C:20]=3[C:21](=[O:23])[N:22]=2)[CH:14]=[CH:13][CH:12]=1.C(=O)([O-])[O-].[K+].[K+].[CH2:34]([N:36]=[C:37]=[O:38])[CH3:35]. The catalyst is C(#N)C. The product is [CH2:34]([NH:36][C:37]([NH:8][CH2:9][CH2:10][C:11]1[CH:12]=[CH:13][CH:14]=[C:15]([C:17]2[S:18][C:19]3[CH:27]=[CH:26][CH:25]=[CH:24][C:20]=3[C:21](=[O:23])[N:22]=2)[N:16]=1)=[O:38])[CH3:35]. The yield is 0.630. (2) The reactants are [Cl:1][C:2]1[CH:3]=[C:4](B(O)O)[CH:5]=[CH:6][C:7]=1[Cl:8].Br[C:13]([C:15]([F:18])([F:17])[F:16])=[CH2:14].C([O-])([O-])=O.[K+].[K+]. The catalyst is C1COCC1.O.Cl[Pd](Cl)([P](C1C=CC=CC=1)(C1C=CC=CC=1)C1C=CC=CC=1)[P](C1C=CC=CC=1)(C1C=CC=CC=1)C1C=CC=CC=1. The product is [Cl:8][C:7]1[CH:6]=[CH:5][C:4]([C:13]([C:15]([F:18])([F:17])[F:16])=[CH2:14])=[CH:3][C:2]=1[Cl:1]. The yield is 0.633.